This data is from Reaction yield outcomes from USPTO patents with 853,638 reactions. The task is: Predict the reaction yield, written as a fraction of the theoretical maximum amount of product (1.0 means a 100% yield; for example, 0.34 means a 34% yield). (1) The reactants are [F:1][C:2]1[CH:7]=[CH:6][C:5]([C:8]([CH3:27])([CH3:26])[CH2:9][N:10]([C:18]2[CH:23]=[CH:22][C:21]([CH:24]=[CH2:25])=[CH:20][N:19]=2)[C:11](=[O:17])[O:12][C:13]([CH3:16])([CH3:15])[CH3:14])=[CH:4][CH:3]=1.B.[OH-:29].[Na+].OO. The catalyst is [Cl-].[Na+].O.C(O)C.C1COCC1.C1COCC1. The product is [F:1][C:2]1[CH:3]=[CH:4][C:5]([C:8]([CH3:27])([CH3:26])[CH2:9][N:10]([C:18]2[CH:23]=[CH:22][C:21]([CH2:24][CH2:25][OH:29])=[CH:20][N:19]=2)[C:11](=[O:17])[O:12][C:13]([CH3:16])([CH3:15])[CH3:14])=[CH:6][CH:7]=1. The yield is 0.170. (2) The reactants are [C:1]([O:9][C@@H:10]1[C@@H:15]([O:16][C:17](=[O:24])[C:18]2[CH:23]=[CH:22][CH:21]=[CH:20][CH:19]=2)[C@H:14]([O:25][C:26](=[O:33])[C:27]2[CH:32]=[CH:31][CH:30]=[CH:29][CH:28]=2)[C@@H:13]([CH2:34][O:35][C:36](=[O:43])[C:37]2[CH:42]=[CH:41][CH:40]=[CH:39][CH:38]=2)[O:12][C@@H:11]1[O:44][C@@H:45]1[C@@H:50]([CH2:51][O:52][C:53](=[O:60])[C:54]2[CH:59]=[CH:58][CH:57]=[CH:56][CH:55]=2)[O:49][C@H:48]([O:61][C@@H:62]2[C@@H:67]([CH2:68][O:69][C:70](=[O:77])[C:71]3[CH:76]=[CH:75][CH:74]=[CH:73][CH:72]=3)[O:66][C@H:65]([O:78][C@@H:79]3[C@@H:84]([CH2:85][O:86][C:87](=[O:94])[C:88]4[CH:93]=[CH:92][CH:91]=[CH:90][CH:89]=4)[O:83][C@@H:82]([N:95]=[N+]=[N-])[C@H:81]([O:98][C:99](=[O:106])[C:100]4[CH:105]=[CH:104][CH:103]=[CH:102][CH:101]=4)[C@H:80]3[O:107][C:108](=[O:115])[C:109]3[CH:114]=[CH:113][CH:112]=[CH:111][CH:110]=3)[C@H:64]([O:116][C:117](=[O:124])[C:118]3[CH:123]=[CH:122][CH:121]=[CH:120][CH:119]=3)[C@H:63]2[O:125][C:126](=[O:133])[C:127]2[CH:132]=[CH:131][CH:130]=[CH:129][CH:128]=2)[C@H:47]([O:134][C:135](=[O:142])[C:136]2[CH:141]=[CH:140][CH:139]=[CH:138][CH:137]=2)[C@H:46]1[O:143][C:144](=[O:151])[C:145]1[CH:150]=[CH:149][CH:148]=[CH:147][CH:146]=1)(=[O:8])[C:2]1[CH:7]=[CH:6][CH:5]=[CH:4][CH:3]=1.C1(C)C=CC=CC=1. The catalyst is CCOC(C)=O.[Pd]. The product is [C:1]([O:9][C@@H:10]1[C@@H:15]([O:16][C:17](=[O:24])[C:18]2[CH:23]=[CH:22][CH:21]=[CH:20][CH:19]=2)[C@H:14]([O:25][C:26](=[O:33])[C:27]2[CH:28]=[CH:29][CH:30]=[CH:31][CH:32]=2)[C@@H:13]([CH2:34][O:35][C:36](=[O:43])[C:37]2[CH:38]=[CH:39][CH:40]=[CH:41][CH:42]=2)[O:12][C@@H:11]1[O:44][C@@H:45]1[C@@H:50]([CH2:51][O:52][C:53](=[O:60])[C:54]2[CH:55]=[CH:56][CH:57]=[CH:58][CH:59]=2)[O:49][C@H:48]([O:61][C@@H:62]2[C@@H:67]([CH2:68][O:69][C:70](=[O:77])[C:71]3[CH:76]=[CH:75][CH:74]=[CH:73][CH:72]=3)[O:66][C@H:65]([O:78][C@@H:79]3[C@@H:84]([CH2:85][O:86][C:87](=[O:94])[C:88]4[CH:93]=[CH:92][CH:91]=[CH:90][CH:89]=4)[O:83][C@@H:82]([NH2:95])[C@H:81]([O:98][C:99](=[O:106])[C:100]4[CH:101]=[CH:102][CH:103]=[CH:104][CH:105]=4)[C@H:80]3[O:107][C:108](=[O:115])[C:109]3[CH:110]=[CH:111][CH:112]=[CH:113][CH:114]=3)[C@H:64]([O:116][C:117](=[O:124])[C:118]3[CH:123]=[CH:122][CH:121]=[CH:120][CH:119]=3)[C@H:63]2[O:125][C:126](=[O:133])[C:127]2[CH:132]=[CH:131][CH:130]=[CH:129][CH:128]=2)[C@H:47]([O:134][C:135](=[O:142])[C:136]2[CH:141]=[CH:140][CH:139]=[CH:138][CH:137]=2)[C@H:46]1[O:143][C:144](=[O:151])[C:145]1[CH:150]=[CH:149][CH:148]=[CH:147][CH:146]=1)(=[O:8])[C:2]1[CH:7]=[CH:6][CH:5]=[CH:4][CH:3]=1. The yield is 1.00. (3) The reactants are O.[O:2]=[CH:3][C@@H:4]([C@@H:6]([C@H:8]([C@H:10]([CH3:12])[OH:11])[OH:9])[OH:7])[OH:5].[C:13]1(=O)[CH2:18][CH2:17][CH2:16][CH2:15][CH2:14]1.S(=O)(=O)(O)O.C(OCC)(=O)C. The catalyst is CCOCC.S([O-])([O-])(=O)=O.[Cu+2].CCCCCC. The product is [OH:9][CH:8]([C@H:6]1[O:7][C:13]2([CH2:18][CH2:17][CH2:16][CH2:15][CH2:14]2)[O:5][C@H:4]1[CH:3]=[O:2])[CH:10]([OH:11])[CH3:12]. The yield is 0.570. (4) The reactants are [CH2:1]([S:3]([N:6]1[CH2:11][CH2:10][CH:9]([C:12]2[C:20]3[C:15](=[C:16]([C:29]([NH2:31])=[O:30])[CH:17]=[C:18]([C:21]4[CH:26]=[CH:25][CH:24]=[C:23]([CH:27]=O)[CH:22]=4)[CH:19]=3)[NH:14][CH:13]=2)[CH2:8][CH2:7]1)(=[O:5])=[O:4])[CH3:2].[CH3:32][N:33]([CH3:38])[CH2:34][CH2:35][NH:36][CH3:37].[BH-](OC(C)=O)(OC(C)=O)OC(C)=O.[Na+]. The catalyst is C(Cl)Cl. The product is [CH3:32][N:33]([CH3:38])[CH2:34][CH2:35][N:36]([CH2:27][C:23]1[CH:22]=[C:21]([C:18]2[CH:19]=[C:20]3[C:15](=[C:16]([C:29]([NH2:31])=[O:30])[CH:17]=2)[NH:14][CH:13]=[C:12]3[CH:9]2[CH2:10][CH2:11][N:6]([S:3]([CH2:1][CH3:2])(=[O:5])=[O:4])[CH2:7][CH2:8]2)[CH:26]=[CH:25][CH:24]=1)[CH3:37]. The yield is 0.296.